This data is from Forward reaction prediction with 1.9M reactions from USPTO patents (1976-2016). The task is: Predict the product of the given reaction. (1) Given the reactants C(OC([N:8]1[CH2:15][CH2:14][C:11]2([CH2:13][CH2:12]2)[C@H:10]([OH:16])[CH2:9]1)=O)(C)(C)C.[ClH:17].COC(C)(C)C, predict the reaction product. The product is: [ClH:17].[CH2:12]1[C:11]2([CH2:14][CH2:15][NH:8][CH2:9][C@H:10]2[OH:16])[CH2:13]1. (2) Given the reactants [CH3:1][C:2]1([CH3:15])[C:11]2[C:6](=[CH:7][CH:8]=[C:9]([CH3:12])[CH:10]=2)[C:5]([CH3:14])([CH3:13])[CH2:4][O:3]1.[Br:16]Br, predict the reaction product. The product is: [Br:16][C:8]1[CH:7]=[C:6]2[C:11](=[CH:10][C:9]=1[CH3:12])[C:2]([CH3:15])([CH3:1])[O:3][CH2:4][C:5]2([CH3:14])[CH3:13]. (3) Given the reactants [C:1]([O:5][C:6]([CH3:9])([CH3:8])[CH3:7])(=[O:4])[CH:2]=[CH2:3].CN(C)P(N(C)C)N(C)C, predict the reaction product. The product is: [CH2:3]=[C:2]([CH2:3][CH2:2][C:1]([O:5][C:6]([CH3:9])([CH3:8])[CH3:7])=[O:4])[C:1]([O:5][C:6]([CH3:9])([CH3:8])[CH3:7])=[O:4]. (4) Given the reactants [NH2:1][C@@H:2]1[CH:7]2[CH2:8][CH2:9][N:4]([CH2:5][CH2:6]2)[C@H:3]1[CH2:10][C:11]1[CH:12]=[N:13][CH:14]=[CH:15][CH:16]=1.C(O)C.[C:20]1([CH3:47])[CH:25]=[CH:24][C:23]([C:26]([C@:28]([C:44]([OH:46])=[O:45])([OH:43])[C@:29]([C:34]([C:36]2[CH:41]=[CH:40][C:39]([CH3:42])=[CH:38][CH:37]=2)=[O:35])([OH:33])[C:30]([OH:32])=[O:31])=[O:27])=[CH:22][CH:21]=1, predict the reaction product. The product is: [C:20]1([CH3:47])[CH:25]=[CH:24][C:23]([C:26]([C@:28]([C:44]([OH:46])=[O:45])([OH:43])[C@:29]([C:34]([C:36]2[CH:37]=[CH:38][C:39]([CH3:42])=[CH:40][CH:41]=2)=[O:35])([OH:33])[C:30]([OH:32])=[O:31])=[O:27])=[CH:22][CH:21]=1.[NH2:1][C@@H:2]1[CH:7]2[CH2:6][CH2:5][N:4]([CH2:9][CH2:8]2)[C@H:3]1[CH2:10][C:11]1[CH:12]=[N:13][CH:14]=[CH:15][CH:16]=1. (5) Given the reactants [CH2:1]([C:3]([C:28]1[CH:33]=[CH:32][C:31](B2OC(C)(C)C(C)(C)O2)=[C:30]([CH3:43])[CH:29]=1)([C:6]1[CH:11]=[CH:10][C:9]([C:12]#[C:13][C:14]([O:23][CH2:24][O:25][CH3:26])([C:19]([F:22])([F:21])[F:20])[C:15]([F:18])([F:17])[F:16])=[C:8]([CH3:27])[CH:7]=1)[CH2:4][CH3:5])[CH3:2].[CH2:44]([O:46][C:47](=[O:56])[CH2:48][C:49]1[CH:50]=[N:51][C:52](Br)=[CH:53][CH:54]=1)[CH3:45].P([O-])([O-])([O-])=O.[K+].[K+].[K+], predict the reaction product. The product is: [CH2:44]([O:46][C:47](=[O:56])[CH2:48][C:49]1[CH:50]=[N:51][C:52]([C:31]2[CH:32]=[CH:33][C:28]([C:3]([CH2:4][CH3:5])([C:6]3[CH:11]=[CH:10][C:9]([C:12]#[C:13][C:14]([O:23][CH2:24][O:25][CH3:26])([C:19]([F:21])([F:22])[F:20])[C:15]([F:17])([F:16])[F:18])=[C:8]([CH3:27])[CH:7]=3)[CH2:1][CH3:2])=[CH:29][C:30]=2[CH3:43])=[CH:53][CH:54]=1)[CH3:45]. (6) Given the reactants CC1(C)C(C)(C)OB([C:9]2[C:10]([NH2:15])=[N:11][CH:12]=[CH:13][CH:14]=2)O1.Br[C:18]1[CH:27]=[CH:26][C:21]([C:22]([O:24][CH3:25])=[O:23])=[C:20]([CH3:28])[CH:19]=1.COCCOC.C([O-])([O-])=O.[Na+].[Na+], predict the reaction product. The product is: [NH2:15][C:10]1[C:9]([C:18]2[CH:27]=[CH:26][C:21]([C:22]([O:24][CH3:25])=[O:23])=[C:20]([CH3:28])[CH:19]=2)=[CH:14][CH:13]=[CH:12][N:11]=1. (7) Given the reactants [CH:1]([O:4][C:5]([N:7]1[CH2:12][CH2:11][CH:10]([OH:13])[CH2:9][CH2:8]1)=[O:6])([CH3:3])[CH3:2].[H-].[Na+].[Br:16][C:17]1[CH:18]=[CH:19][C:20](Cl)=[N:21][CH:22]=1.CCOC(C)=O, predict the reaction product. The product is: [CH:1]([O:4][C:5]([N:7]1[CH2:8][CH2:9][CH:10]([O:13][C:20]2[CH:19]=[CH:18][C:17]([Br:16])=[CH:22][N:21]=2)[CH2:11][CH2:12]1)=[O:6])([CH3:3])[CH3:2].